From a dataset of Peptide-MHC class II binding affinity with 134,281 pairs from IEDB. Regression. Given a peptide amino acid sequence and an MHC pseudo amino acid sequence, predict their binding affinity value. This is MHC class II binding data. (1) The binding affinity (normalized) is 0.166. The peptide sequence is NLLANVYHQINHLKT. The MHC is DRB1_1101 with pseudo-sequence DRB1_1101. (2) The peptide sequence is AIPKVPPGPNITATY. The MHC is HLA-DPA10103-DPB10401 with pseudo-sequence HLA-DPA10103-DPB10401. The binding affinity (normalized) is 0. (3) The peptide sequence is QRGVGVAQGGVFHTM. The MHC is HLA-DQA10501-DQB10402 with pseudo-sequence HLA-DQA10501-DQB10402. The binding affinity (normalized) is 0.463.